From a dataset of Reaction yield outcomes from USPTO patents with 853,638 reactions. Predict the reaction yield, written as a fraction of the theoretical maximum amount of product (1.0 means a 100% yield; for example, 0.34 means a 34% yield). (1) The reactants are [CH:1]1([Mg]Br)[CH2:3][CH2:2]1.[Cl:6][C:7]1[CH:8]=[CH:9][C:10]([CH:28]=[O:29])=[C:11]2[C:15]=1[N:14]=[C:13]1[N:16]([C:20]3[CH:25]=[CH:24][C:23]([Cl:26])=[CH:22][C:21]=3[Cl:27])[CH2:17][CH2:18][CH2:19][N:12]21. The catalyst is O1CCCC1. The product is [Cl:6][C:7]1[C:15]2[N:14]=[C:13]3[N:16]([C:20]4[CH:25]=[CH:24][C:23]([Cl:26])=[CH:22][C:21]=4[Cl:27])[CH2:17][CH2:18][CH2:19][N:12]3[C:11]=2[C:10]([CH:28]([CH:1]2[CH2:3][CH2:2]2)[OH:29])=[CH:9][CH:8]=1. The yield is 0.780. (2) The reactants are [Mg].Br[C:3]1[CH:8]=[CH:7][CH:6]=[CH:5][C:4]=1[C:9]1[CH:14]=[CH:13][CH:12]=[CH:11][CH:10]=1.[C:15]12([P:25]([C:27]34[CH2:36][CH:31]5[CH2:32][CH:33]([CH2:35][CH:29]([CH2:30]5)[CH2:28]3)[CH2:34]4)Cl)[CH2:24][CH:19]3[CH2:20][CH:21]([CH2:23][CH:17]([CH2:18]3)[CH2:16]1)[CH2:22]2.CCOCC. The catalyst is C1COCC1.CCCCC. The product is [C:15]12([P:25]([C:27]34[CH2:28][CH:29]5[CH2:30][CH:31]([CH2:32][CH:33]([CH2:35]5)[CH2:34]3)[CH2:36]4)[C:3]3[CH:8]=[CH:7][CH:6]=[CH:5][C:4]=3[C:9]3[CH:14]=[CH:13][CH:12]=[CH:11][CH:10]=3)[CH2:16][CH:17]3[CH2:23][CH:21]([CH2:20][CH:19]([CH2:18]3)[CH2:24]1)[CH2:22]2. The yield is 0.0580. (3) The reactants are O[CH2:2][CH2:3][CH2:4][CH2:5][CH2:6][CH2:7][CH2:8][CH2:9][CH2:10][CH2:11][CH2:12][CH2:13][CH2:14][CH2:15][CH2:16][C:17]([OH:19])=[O:18].[BrH:20]. The catalyst is C(O)(=O)C. The product is [Br:20][CH2:2][CH2:3][CH2:4][CH2:5][CH2:6][CH2:7][CH2:8][CH2:9][CH2:10][CH2:11][CH2:12][CH2:13][CH2:14][CH2:15][CH2:16][C:17]([OH:19])=[O:18]. The yield is 0.990. (4) The reactants are Br[C:2]1[C:7]([C:8]([F:11])([F:10])[F:9])=[CH:6][C:5]([NH:12][C:13]2[N:17]=[C:16]([NH2:18])[NH:15][N:14]=2)=[CH:4][C:3]=1[Cl:19].CN1C(C)(C)CC(SC2C=CC(B3OC(C)(C)C(C)(C)O3)=CC=2)[CH2:23][C:22]1(C)C.[C:47]([NH:51][S:52]([C:55]1[CH:60]=[C:59](B2OC(C)(C)C(C)(C)O2)[CH:58]=[CH:57][C:56]=1OC(F)(F)F)(=[O:54])=[O:53])([CH3:50])(C)C.C([O-])([O-])=O.[K+].[K+]. The catalyst is O1CCOCC1.COCCOC.C1C=CC([P]([Pd]([P](C2C=CC=CC=2)(C2C=CC=CC=2)C2C=CC=CC=2)([P](C2C=CC=CC=2)(C2C=CC=CC=2)C2C=CC=CC=2)[P](C2C=CC=CC=2)(C2C=CC=CC=2)C2C=CC=CC=2)(C2C=CC=CC=2)C2C=CC=CC=2)=CC=1. The product is [Cl:19][C:3]1[CH:4]=[C:5]([NH:12][C:13]2[N:17]=[C:16]([NH2:18])[NH:15][N:14]=2)[CH:6]=[C:7]([C:8]([F:11])([F:10])[F:9])[C:2]=1[C:59]1[CH:58]=[CH:57][CH:56]=[C:55]([S:52]([N:51]2[CH2:47][CH2:50][CH2:23][CH2:22]2)(=[O:53])=[O:54])[CH:60]=1. The yield is 0.200. (5) The product is [CH2:1]([O:3][C:4]([C:6]1[CH:7]=[N:8][N:9]([C:11]2[NH:22][C:14]3[CH:15]=[C:16]([F:20])[CH:17]=[C:18]([Br:19])[C:13]=3[N:12]=2)[CH:10]=1)=[O:5])[CH3:2]. The catalyst is CCOC(C)=O.[Cu]I. The reactants are [CH2:1]([O:3][C:4]([C:6]1[CH:7]=[N:8][N:9]([C:11](=[NH:22])[NH:12][C:13]2[C:18]([Br:19])=[CH:17][C:16]([F:20])=[CH:15][C:14]=2Br)[CH:10]=1)=[O:5])[CH3:2].C([O-])([O-])=O.[Cs+].[Cs+].CN(C=O)C. The yield is 0.170. (6) The product is [C:1]1([C:7]2[N:8]=[CH:9][N:10]([CH2:21][O:20][CH2:19][CH2:18][Si:15]([CH3:17])([CH3:16])[CH3:14])[CH:11]=2)[CH:2]=[CH:3][CH:4]=[CH:5][CH:6]=1. The reactants are [C:1]1([C:7]2[N:8]=[CH:9][NH:10][CH:11]=2)[CH:6]=[CH:5][CH:4]=[CH:3][CH:2]=1.[H-].[Na+].[CH3:14][Si:15]([CH2:18][CH2:19][O:20][CH2:21]Cl)([CH3:17])[CH3:16]. No catalyst specified. The yield is 0.670.